Dataset: Reaction yield outcomes from USPTO patents with 853,638 reactions. Task: Predict the reaction yield, written as a fraction of the theoretical maximum amount of product (1.0 means a 100% yield; for example, 0.34 means a 34% yield). (1) The reactants are [N:1]1[C:10]2[C:5](=[CH:6][CH:7]=[CH:8][CH:9]=2)[CH:4]=[CH:3][CH:2]=1.CC(C[AlH]CC(C)C)C.C1(C)C=CC=CC=1.[C:27](OC(=O)C)(=[O:29])[CH3:28]. The catalyst is C(OCC)C.O. The product is [C:27]([N:1]1[C:10]2[C:5](=[CH:6][CH:7]=[CH:8][CH:9]=2)[CH:4]=[CH:3][CH2:2]1)(=[O:29])[CH3:28]. The yield is 0.440. (2) The reactants are [CH3:1][O:2][C:3]1[CH:12]=[C:11]2[C:6]([C:7]([O:13][CH2:14][C:15]3[N:19]4[CH:20]=[C:21]([C:24](O)=[O:25])[CH:22]=[CH:23][C:18]4=[N:17][N:16]=3)=[CH:8][CH:9]=[N:10]2)=[CH:5][CH:4]=1.[CH:27]1([NH2:30])[CH2:29][CH2:28]1.ON1C2N=CC=CC=2N=N1.Cl.C(N=C=NCCCN(C)C)C.C(N(C(C)C)C(C)C)C. The catalyst is CN(C=O)C. The product is [CH:27]1([NH:30][C:24]([C:21]2[CH:22]=[CH:23][C:18]3[N:19]([C:15]([CH2:14][O:13][C:7]4[C:6]5[C:11](=[CH:12][C:3]([O:2][CH3:1])=[CH:4][CH:5]=5)[N:10]=[CH:9][CH:8]=4)=[N:16][N:17]=3)[CH:20]=2)=[O:25])[CH2:29][CH2:28]1. The yield is 0.440. (3) The reactants are [CH3:1][O:2][C:3]1[CH:12]=[CH:11][C:10]2[NH:9][C:8](=[O:13])[C:7]3[S:14][CH:15]=[CH:16][C:6]=3[C:5]=2[C:4]=1[C:17]1[CH:22]=[CH:21][C:20]([N:23]2[CH2:28][CH2:27][NH:26][CH2:25][CH2:24]2)=[CH:19][CH:18]=1.C(N(CC)C(C)C)(C)C.[CH3:38][S:39](Cl)(=[O:41])=[O:40]. The catalyst is C(Cl)Cl. The product is [CH3:1][O:2][C:3]1[CH:12]=[CH:11][C:10]2[NH:9][C:8](=[O:13])[C:7]3[S:14][CH:15]=[CH:16][C:6]=3[C:5]=2[C:4]=1[C:17]1[CH:18]=[CH:19][C:20]([N:23]2[CH2:28][CH2:27][N:26]([S:39]([CH3:38])(=[O:41])=[O:40])[CH2:25][CH2:24]2)=[CH:21][CH:22]=1. The yield is 0.680. (4) The reactants are [Cl:1][C:2]1[C:11]2[C:6](=[CH:7][CH:8]=[CH:9][C:10]=2[O:12][CH:13]2[CH2:18][CH2:17][N:16]([CH3:19])[CH2:15][CH2:14]2)[N:5]=[CH:4][N:3]=1.[C:20]([C:22]1[CH:23]=[C:24]([CH:26]=[CH:27][C:28]=1[O:29][CH2:30][C:31]1[N:32]=[CH:33][S:34][CH:35]=1)[NH2:25])#[CH:21]. No catalyst specified. The product is [ClH:1].[C:20]([C:22]1[CH:23]=[C:24]([CH:26]=[CH:27][C:28]=1[O:29][CH2:30][C:31]1[N:32]=[CH:33][S:34][CH:35]=1)[NH:25][C:2]1[C:11]2[C:6](=[CH:7][CH:8]=[CH:9][C:10]=2[O:12][CH:13]2[CH2:18][CH2:17][N:16]([CH3:19])[CH2:15][CH2:14]2)[N:5]=[CH:4][N:3]=1)#[CH:21]. The yield is 0.200.